Dataset: Forward reaction prediction with 1.9M reactions from USPTO patents (1976-2016). Task: Predict the product of the given reaction. (1) Given the reactants C[Si]([N:5]=[N+:6]=[N-:7])(C)C.[Cl:8][C:9]1[CH:29]=[CH:28][C:12]([C:13]([C:15]2[C:16]([CH3:27])=[C:17]([C:20]([OH:26])=[C:21]([CH:23]([CH3:25])[CH3:24])[CH:22]=2)[C:18]#[N:19])=[O:14])=[CH:11][CH:10]=1, predict the reaction product. The product is: [Cl:8][C:9]1[CH:10]=[CH:11][C:12]([C:13]([C:15]2[CH:22]=[C:21]([CH:23]([CH3:24])[CH3:25])[C:20]([OH:26])=[C:17]([C:18]3[NH:19][N:7]=[N:6][N:5]=3)[C:16]=2[CH3:27])=[O:14])=[CH:28][CH:29]=1. (2) Given the reactants C([O:5][CH:6]([C:10]1[CH:15]=[CH:14][C:13](C)=[CH:12][CH:11]=1)C(C)=C)C=CC.[C:17]1([C:19](=[CH:21][C:22](=[CH:24][CH:25]=1)[CH3:23])C)[CH3:18], predict the reaction product. The product is: [CH2:15]([CH:10]([CH2:11][C:12]([CH3:13])=[CH:18][C:17]1[CH:25]=[CH:24][C:22]([CH3:23])=[CH:21][CH:19]=1)[CH:6]=[O:5])[CH3:14]. (3) Given the reactants [CH3:1][C:2]1([CH3:21])[CH2:7][NH:6][CH2:5][C:4]2[CH:8]=[C:9]([C:11]([NH:13][O:14]C3CCCCO3)=[O:12])[S:10][C:3]1=2.C(N(CC)CC)C.[C:29]1([C@@H:35]([N:37]=[C:38]=[O:39])[CH3:36])[CH:34]=[CH:33][CH:32]=[CH:31][CH:30]=1.Cl.O1CCOCC1, predict the reaction product. The product is: [OH:14][NH:13][C:11]([C:9]1[S:10][C:3]2[C:2]([CH3:1])([CH3:21])[CH2:7][N:6]([C:38]([NH:37][C@H:35]([C:29]3[CH:34]=[CH:33][CH:32]=[CH:31][CH:30]=3)[CH3:36])=[O:39])[CH2:5][C:4]=2[CH:8]=1)=[O:12].